This data is from Forward reaction prediction with 1.9M reactions from USPTO patents (1976-2016). The task is: Predict the product of the given reaction. (1) Given the reactants [NH2:1][CH:2]1[CH2:7][CH2:6][CH2:5][N:4]([C:8]([O:10][CH2:11][C:12]2[CH:17]=[CH:16][CH:15]=[CH:14][CH:13]=2)=[O:9])[CH:3]1[CH2:18][OH:19].[Br:20][C:21]1[S:29][C:28]2[C:27]([C:30]#[N:31])=[CH:26][N:25]=[C:24](Cl)[C:23]=2[CH:22]=1.C(=O)([O-])[O-].[K+].[K+].CN1C(=O)CCC1, predict the reaction product. The product is: [Br:20][C:21]1[S:29][C:28]2[C:27]([C:30]#[N:31])=[CH:26][N:25]=[C:24]([NH:1][CH:2]3[CH2:7][CH2:6][CH2:5][N:4]([C:8]([O:10][CH2:11][C:12]4[CH:13]=[CH:14][CH:15]=[CH:16][CH:17]=4)=[O:9])[CH:3]3[CH2:18][OH:19])[C:23]=2[CH:22]=1. (2) Given the reactants [CH2:1]([C:5]1[N:6]=[C:7]([CH3:27])[NH:8][C:9](=[O:26])[C:10]=1[CH2:11][C:12]1[CH:17]=[CH:16][C:15]([C:18]2[C:19]([C:24]#[N:25])=[CH:20][CH:21]=[CH:22][CH:23]=2)=[CH:14][CH:13]=1)[CH2:2][CH2:3][CH3:4].[H-].[Na+].Br[CH2:31][C:32]1[C:37]([Cl:38])=[CH:36][CH:35]=[CH:34][C:33]=1[Cl:39].[Cl-].O[NH3+:42].[C:43](=[O:46])([O-])[OH:44].[Na+], predict the reaction product. The product is: [CH2:1]([C:5]1[N:6]=[C:7]([CH3:27])[N:8]([CH2:31][C:32]2[C:37]([Cl:38])=[CH:36][CH:35]=[CH:34][C:33]=2[Cl:39])[C:9](=[O:26])[C:10]=1[CH2:11][C:12]1[CH:17]=[CH:16][C:15]([C:18]2[CH:23]=[CH:22][CH:21]=[CH:20][C:19]=2[C:24]2[NH:42][C:43](=[O:46])[O:44][N:25]=2)=[CH:14][CH:13]=1)[CH2:2][CH2:3][CH3:4]. (3) Given the reactants [Cl:1][C:2]1[C:10]2[N:9]=[C:8]3[N:11]([C:15]4[CH:20]=[CH:19][C:18]([Cl:21])=[CH:17][C:16]=4[Cl:22])[CH2:12][CH2:13][CH2:14][N:7]3[C:6]=2[C:5]([CH:23]([OH:28])[C:24]([F:27])([F:26])[F:25])=[CH:4][CH:3]=1.[H-].[Na+].I[CH2:32][CH3:33], predict the reaction product. The product is: [Cl:1][C:2]1[C:10]2[N:9]=[C:8]3[N:11]([C:15]4[CH:20]=[CH:19][C:18]([Cl:21])=[CH:17][C:16]=4[Cl:22])[CH2:12][CH2:13][CH2:14][N:7]3[C:6]=2[C:5]([CH:23]([O:28][CH2:32][CH3:33])[C:24]([F:25])([F:26])[F:27])=[CH:4][CH:3]=1. (4) The product is: [C:28]([NH:31][C:24]([C:21]1[C:19]2=[N:20][C:15]([C:4]3[C:5]4[C:10](=[CH:9][C:8]([C:11]([F:13])([F:12])[F:14])=[CH:7][CH:6]=4)[N:2]([CH3:1])[N:3]=3)=[CH:16][N:17]=[C:18]2[NH:23][CH:22]=1)=[O:25])([CH3:30])([CH3:29])[CH3:27]. Given the reactants [CH3:1][N:2]1[C:10]2[C:5](=[CH:6][CH:7]=[C:8]([C:11]([F:14])([F:13])[F:12])[CH:9]=2)[C:4]([C:15]2[N:20]=[C:19]3[C:21]([C:24](O)=[O:25])=[CH:22][NH:23][C:18]3=[N:17][CH:16]=2)=[N:3]1.[CH3:27][C:28]([NH2:31])([CH3:30])[CH3:29].CCN=C=NCCCN(C)C.C1C=CC2N(O)N=NC=2C=1.CCN(C(C)C)C(C)C, predict the reaction product. (5) Given the reactants Br[C:2]1[C:7]([O:8][CH3:9])=[CH:6][C:5]([NH2:10])=[CH:4][C:3]=1[O:11][CH3:12].C1(B(O)O)C=CC=CC=1.[Cl:22][C:23]1[CH:28]=[CH:27][C:26](B(O)O)=[CH:25][CH:24]=1, predict the reaction product. The product is: [Cl:22][C:23]1[CH:28]=[CH:27][C:26]([C:2]2[C:7]([O:8][CH3:9])=[CH:6][C:5]([NH2:10])=[CH:4][C:3]=2[O:11][CH3:12])=[CH:25][CH:24]=1. (6) The product is: [CH2:51]([O:50][C:49]([C:9]1([C:30]2[CH:35]=[CH:34][C:33]([Cl:36])=[CH:32][C:31]=2[CH3:37])[C:10]2[N:11]([CH:27]([CH3:28])[CH3:29])[C:12]([C:17]3[C:18]([O:25][CH3:26])=[N:19][C:20]([O:23][CH3:24])=[N:21][CH:22]=3)=[N:13][C:14]=2[C:15](=[O:16])[N:8]1[C:6]1[CH:7]=[C:2]([Cl:1])[CH:3]=[CH:4][C:5]=1[CH3:38])=[O:53])[CH3:52]. Given the reactants [Cl:1][C:2]1[CH:3]=[CH:4][C:5]([CH3:38])=[C:6]([N:8]2[C:15](=[O:16])[C:14]3[N:13]=[C:12]([C:17]4[C:18]([O:25][CH3:26])=[N:19][C:20]([O:23][CH3:24])=[N:21][CH:22]=4)[N:11]([CH:27]([CH3:29])[CH3:28])[C:10]=3[C@H:9]2[C:30]2[CH:35]=[CH:34][C:33]([Cl:36])=[CH:32][C:31]=2[CH3:37])[CH:7]=1.C[Si]([N-][Si](C)(C)C)(C)C.[Na+].[C:49](Cl)(=[O:53])[O:50][CH2:51][CH3:52], predict the reaction product. (7) Given the reactants [C:1]([C:3]1[CH:4]=[C:5]([N:10]2[C:14]([C:15]3[CH:20]=[CH:19][CH:18]=[C:17]([C:21]#[N:22])[CH:16]=3)=[CH:13][C:12]([C:23]([O:25]CC)=[O:24])=[N:11]2)[CH:6]=[CH:7][C:8]=1[F:9])#[N:2].ClC1C=C(N2C(C3C=C(F)C=C(Cl)C=3)=CC(C(O)=O)=N2)C=CC=1F, predict the reaction product. The product is: [C:1]([C:3]1[CH:4]=[C:5]([N:10]2[C:14]([C:15]3[CH:20]=[CH:19][CH:18]=[C:17]([C:21]#[N:22])[CH:16]=3)=[CH:13][C:12]([C:23]([OH:25])=[O:24])=[N:11]2)[CH:6]=[CH:7][C:8]=1[F:9])#[N:2]. (8) Given the reactants Br[C:2]1[CH:7]=[CH:6][C:5]([O:8][CH3:9])=[CH:4][C:3]=1[CH:10]1[O:14][CH2:13][CH2:12][O:11]1.[C:15]([N:19]1[C@H:23]([C:24]2[CH:29]=[CH:28][CH:27]=[CH:26][CH:25]=2)[CH2:22][O:21][C:20]1=[O:30])(=[O:18])[CH:16]=[CH2:17].C1(C)C=CC=CC=1P(C1C=CC=CC=1C)C1C=CC=CC=1C, predict the reaction product. The product is: [O:11]1[CH2:12][CH2:13][O:14][CH:10]1[C:3]1[CH:4]=[C:5]([O:8][CH3:9])[CH:6]=[CH:7][C:2]=1/[CH:17]=[CH:16]/[C:15]([N:19]1[C@H:23]([C:24]2[CH:29]=[CH:28][CH:27]=[CH:26][CH:25]=2)[CH2:22][O:21][C:20]1=[O:30])=[O:18]. (9) The product is: [OH:7][CH2:8][CH2:9][O:10][CH:11]1[CH2:16][CH2:15][N:14]([C:17]2[C:26]3[C:21](=[CH:22][CH:23]=[C:24]([C:27]([NH2:29])=[O:28])[CH:25]=3)[CH:20]=[N:19][CH:18]=2)[CH2:13][CH2:12]1. Given the reactants O1CCCCC1[O:7][CH2:8][CH2:9][O:10][CH:11]1[CH2:16][CH2:15][N:14]([C:17]2[C:26]3[C:21](=[CH:22][CH:23]=[C:24]([C:27]([NH2:29])=[O:28])[CH:25]=3)[CH:20]=[N:19][CH:18]=2)[CH2:13][CH2:12]1.O.C1(C)C=CC(S(O)(=O)=O)=CC=1.C(N(CC)CC)C, predict the reaction product. (10) Given the reactants [Cl:1][C:2]1[CH:7]=[C:6]([Cl:8])[CH:5]=[CH:4][C:3]=1C1N=C(CC)C(N[C@@H]2C3C(=CC=CC=3)C[C@@H]2O)=NC=1CC.Br[C:31]1[N:32]=[C:33]([CH2:52][CH3:53])[C:34]([NH:39][CH:40]2[C:49]3[C:44](=[CH:45][CH:46]=[CH:47][C:48]=3[O:50][CH3:51])[CH2:43][CH2:42][CH2:41]2)=[N:35][C:36]=1[CH2:37][CH3:38], predict the reaction product. The product is: [Cl:1][C:2]1[CH:7]=[C:6]([Cl:8])[CH:5]=[CH:4][C:3]=1[C:31]1[N:32]=[C:33]([CH2:52][CH3:53])[C:34]([NH:39][CH:40]2[C:49]3[C:44](=[CH:45][CH:46]=[CH:47][C:48]=3[O:50][CH3:51])[CH2:43][CH2:42][CH2:41]2)=[N:35][C:36]=1[CH2:37][CH3:38].